This data is from Reaction yield outcomes from USPTO patents with 853,638 reactions. The task is: Predict the reaction yield, written as a fraction of the theoretical maximum amount of product (1.0 means a 100% yield; for example, 0.34 means a 34% yield). (1) The reactants are S(Cl)(Cl)=O.[C:5]([O:9][C:10]([NH:12][CH:13]1[CH2:18][CH2:17][N:16]([S:19]([C:22]2[CH:30]=[CH:29][C:25]([C:26]([OH:28])=O)=[C:24]([F:31])[CH:23]=2)(=[O:21])=[O:20])[CH2:15][CH2:14]1)=[O:11])([CH3:8])([CH3:7])[CH3:6].N1C=CC=CC=1.[CH2:38]([NH2:46])[CH2:39][C:40]1[CH:45]=[CH:44][CH:43]=[CH:42][CH:41]=1. The catalyst is C(Cl)Cl. The product is [C:5]([O:9][C:10](=[O:11])[NH:12][CH:13]1[CH2:14][CH2:15][N:16]([S:19]([C:22]2[CH:30]=[CH:29][C:25]([C:26](=[O:28])[NH:46][CH2:38][CH2:39][C:40]3[CH:45]=[CH:44][CH:43]=[CH:42][CH:41]=3)=[C:24]([F:31])[CH:23]=2)(=[O:20])=[O:21])[CH2:17][CH2:18]1)([CH3:7])([CH3:8])[CH3:6]. The yield is 0.740. (2) The catalyst is O. The product is [Cl:35][C:32]1[CH:33]=[CH:34][C:29]([C@@:17]2([C:27]#[N:28])[C@H:16]([CH2:37][C:38]([CH3:40])([CH3:41])[CH3:39])[NH:15][C@@H:14]([C:12]([NH:11][CH2:10][C:7]3[CH:8]=[CH:9][C:4]([C:3]([OH:44])=[O:2])=[C:5]([O:42][CH3:43])[CH:6]=3)=[O:13])[C@@H:18]2[C:19]2[CH:24]=[CH:23][CH:22]=[C:21]([Cl:25])[C:20]=2[F:26])=[C:30]([F:36])[CH:31]=1. The reactants are C[O:2][C:3](=[O:44])[C:4]1[CH:9]=[CH:8][C:7]([CH2:10][NH:11][C:12]([C@H:14]2[C@H:18]([C:19]3[CH:24]=[CH:23][CH:22]=[C:21]([Cl:25])[C:20]=3[F:26])[C@:17]([C:29]3[CH:34]=[CH:33][C:32]([Cl:35])=[CH:31][C:30]=3[F:36])([C:27]#[N:28])[C@H:16]([CH2:37][C:38]([CH3:41])([CH3:40])[CH3:39])[NH:15]2)=[O:13])=[CH:6][C:5]=1[O:42][CH3:43].C1COCC1.O.[OH-].[Li+]. The yield is 0.890. (3) The reactants are [CH3:1][O:2][CH2:3][O:4][C@H:5]1[CH2:9][CH2:8][N:7]([CH2:10][C@H:11]([C:13]2[CH:18]=[CH:17][CH:16]=[CH:15][CH:14]=2)O)[CH2:6]1.COCO[C@H]1CCN([C@H](C2C=CC=CC=2)CO)C1.[F:37][C:38]1[CH:39]=[C:40]([CH:45]=[CH:46][C:47]=1[NH:48][CH3:49])[C:41]([O:43][CH3:44])=[O:42]. No catalyst specified. The product is [F:37][C:38]1[CH:39]=[C:40]([CH:45]=[CH:46][C:47]=1[N:48]([C@@H:11]([C:13]1[CH:18]=[CH:17][CH:16]=[CH:15][CH:14]=1)[CH2:10][N:7]1[CH2:8][CH2:9][C@H:5]([O:4][CH2:3][O:2][CH3:1])[CH2:6]1)[CH3:49])[C:41]([O:43][CH3:44])=[O:42]. The yield is 0.520. (4) The reactants are [C:1]([NH:4][CH2:5][C:6]1[CH:15]=[CH:14][C:13]2[C:8](=[CH:9][CH:10]=[C:11]([CH2:16][C:17]3[CH:18]=[C:19]([CH:24]=[CH:25][N:26]=3)[C:20]([O:22]C)=[O:21])[CH:12]=2)[N:7]=1)(=[O:3])[CH3:2].O[Li].O.Cl. The catalyst is C1COCC1.O. The product is [C:1]([NH:4][CH2:5][C:6]1[CH:15]=[CH:14][C:13]2[C:8](=[CH:9][CH:10]=[C:11]([CH2:16][C:17]3[CH:18]=[C:19]([CH:24]=[CH:25][N:26]=3)[C:20]([OH:22])=[O:21])[CH:12]=2)[N:7]=1)(=[O:3])[CH3:2]. The yield is 0.910. (5) The reactants are Br[C:2]1[CH:7]=[CH:6][C:5]([C:8]2[N:9]=[C:10]([CH:13]3[CH2:15][CH2:14]3)[O:11][CH:12]=2)=[CH:4][CH:3]=1.[Cu](C#N)[C:17]#[N:18].[C-]#N.[Na+]. The catalyst is CN1C(=O)CCC1. The product is [CH:13]1([C:10]2[O:11][CH:12]=[C:8]([C:5]3[CH:6]=[CH:7][C:2]([C:17]#[N:18])=[CH:3][CH:4]=3)[N:9]=2)[CH2:15][CH2:14]1. The yield is 0.710. (6) The reactants are Cl[C:2]1[N:7]=[C:6]([N:8]2[CH2:11][CH:10]([O:12][C:13]3[CH:18]=[CH:17][C:16]([Cl:19])=[CH:15][C:14]=3[F:20])[CH2:9]2)[N:5]=[C:4]([CH3:21])[N:3]=1.CCN(C(C)C)C(C)C.[NH2:31][C:32]1[CH:33]=[C:34]([CH:39]=[CH:40][CH:41]=1)[C:35]([NH:37][CH3:38])=[O:36]. The catalyst is C(O)(C)C. The product is [Cl:19][C:16]1[CH:17]=[CH:18][C:13]([O:12][CH:10]2[CH2:11][N:8]([C:6]3[N:5]=[C:4]([CH3:21])[N:3]=[C:2]([NH:31][C:32]4[CH:33]=[C:34]([CH:39]=[CH:40][CH:41]=4)[C:35]([NH:37][CH3:38])=[O:36])[N:7]=3)[CH2:9]2)=[C:14]([F:20])[CH:15]=1. The yield is 0.0600.